Dataset: Full USPTO retrosynthesis dataset with 1.9M reactions from patents (1976-2016). Task: Predict the reactants needed to synthesize the given product. Given the product [CH3:22][CH:20]1[NH:19][CH:18]([CH3:23])[CH2:17][N:16]([C:14]([CH:11]2[CH2:12][CH2:13][NH:8][CH2:9][CH2:10]2)=[O:15])[CH2:21]1, predict the reactants needed to synthesize it. The reactants are: C([N:8]1[CH2:13][CH2:12][CH:11]([C:14]([N:16]2[CH2:21][CH:20]([CH3:22])[NH:19][CH:18]([CH3:23])[CH2:17]2)=[O:15])[CH2:10][CH2:9]1)C1C=CC=CC=1.